Dataset: Reaction yield outcomes from USPTO patents with 853,638 reactions. Task: Predict the reaction yield, written as a fraction of the theoretical maximum amount of product (1.0 means a 100% yield; for example, 0.34 means a 34% yield). (1) The reactants are Cl.[CH3:2][C:3]([CH2:14][C:15]1[CH:20]=[CH:19][N:18]=[CH:17][CH:16]=1)(C(OCC)=O)[C:4]([O:6]CC)=[O:5]. No catalyst specified. The product is [CH3:2][CH:3]([CH2:14][C:15]1[CH:20]=[CH:19][N:18]=[CH:17][CH:16]=1)[C:4]([OH:6])=[O:5]. The yield is 0.820. (2) The reactants are [NH:1]1[C:9]2[C:4](=[CH:5][C:6]([O:10][C:11]3[C:20]4[C:15](=[CH:16][C:17]([O:29][CH3:30])=[C:18]([O:21]CC5C=CC=CC=5)[CH:19]=4)[N:14]=[CH:13][N:12]=3)=[CH:7][N:8]=2)[CH:3]=[CH:2]1.C([O-])=O.[NH4+].O. The catalyst is [Pd].CN(C=O)C. The product is [NH:1]1[C:9]2[C:4](=[CH:5][C:6]([O:10][C:11]3[C:20]4[C:15](=[CH:16][C:17]([O:29][CH3:30])=[C:18]([OH:21])[CH:19]=4)[N:14]=[CH:13][N:12]=3)=[CH:7][N:8]=2)[CH:3]=[CH:2]1. The yield is 0.850. (3) The reactants are [C:1]([O:5][C@@H:6]([C:11]1[C:40]([CH3:41])=[C:39]([CH3:42])[C:38]2=[N:43][C:35]3=[CH:36][N:37]2[C:12]=1[N:13]1[CH2:49][CH2:48][C:16]([CH3:50])([O:17][CH2:18][CH:19]=[CH:20][CH2:21][C@H:22]([CH3:47])[O:23][C:24]2[CH:25]=[CH:26][C:27]([F:46])=[C:28]([F:45])[C:29]=2[C:30]2[CH:44]=[C:34]3[CH:33]=[CH:32][CH:31]=2)[CH2:15][CH2:14]1)[C:7]([O:9][CH3:10])=[O:8])([CH3:4])([CH3:3])[CH3:2].C(O[C@@H](C1C(C)=CC2=NC3=CN2C=1N1CCC(C)(OCCCC[C@H](C)OC2C=C(F)C=CC=2C2C=C3C=CC=2)CC1)C(OC)=O)(C)(C)C. No catalyst specified. The product is [C:1]([O:5][C@@H:6]([C:11]1[C:40]([CH3:41])=[C:39]([CH3:42])[C:38]2=[N:43][C:35]3=[CH:36][N:37]2[C:12]=1[N:13]1[CH2:14][CH2:15][C:16]([CH3:50])([O:17][CH2:18][CH2:19][CH2:20][CH2:21][C@H:22]([CH3:47])[O:23][C:24]2[CH:25]=[CH:26][C:27]([F:46])=[C:28]([F:45])[C:29]=2[C:30]2[CH:44]=[C:34]3[CH:33]=[CH:32][CH:31]=2)[CH2:48][CH2:49]1)[C:7]([O:9][CH3:10])=[O:8])([CH3:4])([CH3:2])[CH3:3]. The yield is 0.800. (4) The reactants are CS(O[CH2:6][CH2:7][N:8]1[CH:12]=[C:11]([C:13]2[CH:18]=[C:17]([C:19]([O:21]C)=[O:20])[CH:16]=[CH:15][N:14]=2)[N:10]=[CH:9]1)(=O)=O.[NH:23]1[C:32]2[C:27](=[CH:28][CH:29]=[CH:30][CH:31]=2)[CH2:26][CH2:25][CH2:24]1. No catalyst specified. The product is [N:23]1([CH2:6][CH2:7][N:8]2[CH:12]=[C:11]([C:13]3[CH:18]=[C:17]([C:19]([OH:21])=[O:20])[CH:16]=[CH:15][N:14]=3)[N:10]=[CH:9]2)[C:32]2[C:27](=[CH:28][CH:29]=[CH:30][CH:31]=2)[CH2:26][CH2:25][CH2:24]1. The yield is 0.170. (5) The reactants are [Cl:1][C:2]1[N:3]=[C:4](Cl)[C:5]2[N:10]([CH3:11])[CH:9]=[CH:8][C:6]=2[N:7]=1.[NH2:13][CH2:14][CH:15]1[CH2:18][N:17]([C:19]([O:21][C:22]([CH3:25])([CH3:24])[CH3:23])=[O:20])[CH2:16]1.C(N(CC)C(C)C)(C)C. The catalyst is O1CCCC1. The product is [Cl:1][C:2]1[N:3]=[C:4]([NH:13][CH2:14][CH:15]2[CH2:18][N:17]([C:19]([O:21][C:22]([CH3:25])([CH3:24])[CH3:23])=[O:20])[CH2:16]2)[C:5]2[N:10]([CH3:11])[CH:9]=[CH:8][C:6]=2[N:7]=1. The yield is 0.507. (6) The reactants are Br[C:2]1[CH:7]=[CH:6][C:5]([C:8]2[N:13]([CH2:14][C@@H:15]3[CH2:19][CH2:18][N:17]([C:20]([CH:22]4[CH2:24][CH2:23]4)=[O:21])[CH2:16]3)[C:12](=[O:25])[C:11]([CH3:26])=[C:10]([CH3:27])[N:9]=2)=[C:4]([F:28])[CH:3]=1.[F:29][C:30]1[CH:35]=[CH:34][C:33](B(O)O)=[CH:32][CH:31]=1. No catalyst specified. The product is [CH:22]1([C:20]([N:17]2[CH2:18][CH2:19][C@@H:15]([CH2:14][N:13]3[C:12](=[O:25])[C:11]([CH3:26])=[C:10]([CH3:27])[N:9]=[C:8]3[C:5]3[CH:6]=[CH:7][C:2]([C:33]4[CH:34]=[CH:35][C:30]([F:29])=[CH:31][CH:32]=4)=[CH:3][C:4]=3[F:28])[CH2:16]2)=[O:21])[CH2:24][CH2:23]1. The yield is 0.470. (7) The reactants are [NH2:1][C@@:2]([C:6]1[CH:15]=[CH:14][C:13]2[C:8](=[CH:9][CH:10]=[C:11]([O:20][CH:21]3[CH2:26][CH2:25][CH:24]([CH:27]4[CH2:31][CH2:30][CH2:29][CH2:28]4)[CH2:23][CH2:22]3)[C:12]=2[C:16]([F:19])([F:18])[F:17])[CH:7]=1)([CH3:5])[CH2:3][OH:4].[C:32]([O:36][C:37](O[C:37]([O:36][C:32]([CH3:35])([CH3:34])[CH3:33])=[O:38])=[O:38])([CH3:35])([CH3:34])[CH3:33].C(Cl)(Cl)Cl.C(=O)(O)[O-].[Na+].O. No catalyst specified. The product is [C:32]([O:36][C:37](=[O:38])[NH:1][C@@:2]([C:6]1[CH:15]=[CH:14][C:13]2[C:8](=[CH:9][CH:10]=[C:11]([O:20][CH:21]3[CH2:26][CH2:25][CH:24]([CH:27]4[CH2:31][CH2:30][CH2:29][CH2:28]4)[CH2:23][CH2:22]3)[C:12]=2[C:16]([F:18])([F:19])[F:17])[CH:7]=1)([CH3:5])[CH2:3][OH:4])([CH3:35])([CH3:34])[CH3:33]. The yield is 0.490. (8) The reactants are [CH3:1][C:2]1[S:23][C:5]2[N:6]=[C:7]([CH2:11][N:12]3[CH:16]=[C:15]([CH:17]=[O:18])[C:14]([C:19]([F:22])([F:21])[F:20])=[N:13]3)[NH:8][C:9](=[O:10])[C:4]=2[CH:3]=1.CO.[BH4-].[Na+]. The catalyst is C(Cl)Cl. The product is [OH:18][CH2:17][C:15]1[C:14]([C:19]([F:20])([F:22])[F:21])=[N:13][N:12]([CH2:11][C:7]2[NH:8][C:9](=[O:10])[C:4]3[CH:3]=[C:2]([CH3:1])[S:23][C:5]=3[N:6]=2)[CH:16]=1. The yield is 0.280. (9) The reactants are [C:1]([C:3]1[CH:8]=[CH:7][C:6]([C:9]2([F:33])[CH2:14][CH2:13][N:12]([C:15]([C:17]3[C:18]([CH2:31][CH3:32])=[CH:19][C:20]([CH:27]4[CH2:30][CH2:29][CH2:28]4)=[C:21]([CH:26]=3)[C:22](OC)=[O:23])=[O:16])[CH2:11][CH2:10]2)=[CH:5][CH:4]=1)#[N:2].O.[NH2:35][NH2:36]. The catalyst is C(O)C. The product is [C:1]([C:3]1[CH:8]=[CH:7][C:6]([C:9]2([F:33])[CH2:14][CH2:13][N:12]([C:15]([C:17]3[C:18]([CH2:31][CH3:32])=[CH:19][C:20]([CH:27]4[CH2:30][CH2:29][CH2:28]4)=[C:21]([CH:26]=3)[C:22]([NH:35][NH2:36])=[O:23])=[O:16])[CH2:11][CH2:10]2)=[CH:5][CH:4]=1)#[N:2]. The yield is 0.820.